Dataset: Reaction yield outcomes from USPTO patents with 853,638 reactions. Task: Predict the reaction yield, written as a fraction of the theoretical maximum amount of product (1.0 means a 100% yield; for example, 0.34 means a 34% yield). (1) The reactants are [C:1]1([CH:7]([C:40]2[CH:45]=[CH:44][CH:43]=[CH:42][CH:41]=2)[CH2:8][N:9]([CH2:28][C:29]2[CH:34]=[CH:33][CH:32]=[C:31]([C:35]([F:38])([F:37])[F:36])[C:30]=2[Cl:39])[CH2:10][CH2:11][CH2:12][O:13][C:14]2[C:15]([CH3:27])([CH3:26])[CH:16]([CH:20]([CH3:25])[C:21]([O:23]C)=[O:22])[CH:17]=[CH:18][CH:19]=2)[CH:6]=[CH:5][CH:4]=[CH:3][CH:2]=1.Cl. The catalyst is CO.O.[OH-].[Na+]. The product is [C:1]1([CH:7]([C:40]2[CH:41]=[CH:42][CH:43]=[CH:44][CH:45]=2)[CH2:8][N:9]([CH2:28][C:29]2[CH:34]=[CH:33][CH:32]=[C:31]([C:35]([F:36])([F:37])[F:38])[C:30]=2[Cl:39])[CH2:10][CH2:11][CH2:12][O:13][C:14]2[C:15]([CH3:26])([CH3:27])[CH:16]([CH:20]([CH3:25])[C:21]([OH:23])=[O:22])[CH:17]=[CH:18][CH:19]=2)[CH:6]=[CH:5][CH:4]=[CH:3][CH:2]=1. The yield is 0.920. (2) The yield is 0.720. The reactants are Cl[C:2]1[CH:7]=[CH:6][CH:5]=[C:4]([Cl:8])[C:3]=1[N+:9]([O-:11])=[O:10].[NH2:12][C:13]1[CH:18]=[CH:17][C:16]([CH2:19][CH2:20][OH:21])=[CH:15][CH:14]=1.C([O-])(=O)C.[Na+]. The product is [Cl:8][C:4]1[C:3]([N+:9]([O-:11])=[O:10])=[C:2]([CH:7]=[CH:6][CH:5]=1)[NH:12][C:13]1[CH:18]=[CH:17][C:16]([CH2:19][CH2:20][OH:21])=[CH:15][CH:14]=1. The catalyst is O. (3) The reactants are [C:1]([CH2:4][C:5]1[CH:13]=[CH:12][C:8]([C:9]([OH:11])=[O:10])=[CH:7][CH:6]=1)([OH:3])=[O:2].S(Cl)(Cl)=O.[CH3:18]O. No catalyst specified. The product is [CH3:18][O:2][C:1](=[O:3])[CH2:4][C:5]1[CH:13]=[CH:12][C:8]([C:9]([OH:11])=[O:10])=[CH:7][CH:6]=1. The yield is 0.880. (4) The reactants are [C:1]1(/C=C/[C:1]2[CH:6]=[CH:5][CH:4]=[CH:3][CH:2]=2)[CH:6]=[CH:5][CH:4]=[CH:3][CH:2]=1.OOS([O-])=O.[K+].[O-:21]S([O-])=O.[Na+].[Na+].CN([CH:30]=[O:31])C. The catalyst is CCOCC.O=[Os](=O)(=O)=O. The product is [C:30]([OH:31])(=[O:21])[C:1]1[CH:6]=[CH:5][CH:4]=[CH:3][CH:2]=1. The yield is 0.880. (5) The reactants are [Cl:1][C:2]1[C:10]([Cl:11])=[CH:9][C:5]([C:6](Cl)=[O:7])=[C:4]([F:12])[CH:3]=1.[NH2:13][C:14]1[CH:23]=[CH:22][C:17]([C:18]([O:20][CH3:21])=[O:19])=[CH:16][CH:15]=1.N1C=CC=CC=1.O. The catalyst is ClCCl. The product is [Cl:1][C:2]1[C:10]([Cl:11])=[CH:9][C:5]([C:6]([NH:13][C:14]2[CH:15]=[CH:16][C:17]([C:18]([O:20][CH3:21])=[O:19])=[CH:22][CH:23]=2)=[O:7])=[C:4]([F:12])[CH:3]=1. The yield is 0.800.